Binary Classification. Given a T-cell receptor sequence (or CDR3 region) and an epitope sequence, predict whether binding occurs between them. From a dataset of TCR-epitope binding with 47,182 pairs between 192 epitopes and 23,139 TCRs. The epitope is YFPLQSYGF. The TCR CDR3 sequence is CASSSLAGGPNEQFF. Result: 1 (the TCR binds to the epitope).